The task is: Predict the reaction yield, written as a fraction of the theoretical maximum amount of product (1.0 means a 100% yield; for example, 0.34 means a 34% yield).. This data is from Reaction yield outcomes from USPTO patents with 853,638 reactions. (1) The reactants are [CH:1]([C:4]1[CH:9]=[CH:8][C:7]([CH:10]2[C:14]3[C:15]([CH3:22])=[C:16]([NH2:21])[C:17]([CH3:20])=[C:18]([CH3:19])[C:13]=3[O:12][C:11]2([CH3:24])[CH3:23])=[CH:6][CH:5]=1)([CH3:3])[CH3:2].[O:25]1[C:29]2[CH:30]=[CH:31][C:32]([C:34](Cl)=[O:35])=[CH:33][C:28]=2[O:27][CH2:26]1. The catalyst is C(OCC)C.CCCCCC. The product is [CH:1]([C:4]1[CH:9]=[CH:8][C:7]([CH:10]2[C:14]3[C:15]([CH3:22])=[C:16]([NH:21][C:34]([C:32]4[CH:31]=[CH:30][C:29]5[O:25][CH2:26][O:27][C:28]=5[CH:33]=4)=[O:35])[C:17]([CH3:20])=[C:18]([CH3:19])[C:13]=3[O:12][C:11]2([CH3:24])[CH3:23])=[CH:6][CH:5]=1)([CH3:3])[CH3:2]. The yield is 0.670. (2) The reactants are [CH3:1][S:2]([C:5]1[CH:10]=[CH:9][C:8]([C:11]2[N:16]=[C:15]([C:17]([F:20])([F:19])[F:18])[N:14]=[C:13]([N:21]3[CH2:26][CH2:25][NH:24][CH2:23][CH2:22]3)[C:12]=2[C:27]2[CH:32]=[CH:31][CH:30]=[CH:29][CH:28]=2)=[CH:7][CH:6]=1)(=[O:4])=[O:3].[S:33]1[CH:37]=[CH:36][CH:35]=[C:34]1[C:38](O)=[O:39].CCN=C=NCCCN(C)C.C1C=CC2N(O)N=NC=2C=1. The catalyst is CN(C=O)C.C(OCC)(=O)C. The product is [CH3:1][S:2]([C:5]1[CH:6]=[CH:7][C:8]([C:11]2[N:16]=[C:15]([C:17]([F:20])([F:19])[F:18])[N:14]=[C:13]([N:21]3[CH2:22][CH2:23][N:24]([C:38]([C:34]4[S:33][CH:37]=[CH:36][CH:35]=4)=[O:39])[CH2:25][CH2:26]3)[C:12]=2[C:27]2[CH:32]=[CH:31][CH:30]=[CH:29][CH:28]=2)=[CH:9][CH:10]=1)(=[O:4])=[O:3]. The yield is 0.486. (3) The reactants are [Br:1]Br.Cl.[S:4]1[C:8]2[CH2:9][NH:10][CH2:11][CH2:12][C:7]=2[CH:6]=[CH:5]1. The catalyst is C(O)(=O)C. The product is [BrH:1].[Br:1][C:5]1[S:4][C:8]2[CH2:9][NH:10][CH2:11][CH2:12][C:7]=2[CH:6]=1. The yield is 0.900. (4) The reactants are [Cl:1][C:2]1[N:7]=[C:6]([CH2:8][C:9]([C:11]2[C:12]([F:24])=[C:13]([NH:17][C:18](=[O:23])[O:19][CH2:20][CH:21]=[CH2:22])[CH:14]=[CH:15][CH:16]=2)=O)[CH:5]=[CH:4][N:3]=1.C1C(=O)N(Br)C(=O)C1.[N:33]1([C:39](=[S:41])[NH2:40])[CH2:38][CH2:37][O:36][CH2:35][CH2:34]1.O. The catalyst is CC(N(C)C)=O. The product is [Cl:1][C:2]1[N:7]=[C:6]([C:8]2[S:41][C:39]([N:33]3[CH2:38][CH2:37][O:36][CH2:35][CH2:34]3)=[N:40][C:9]=2[C:11]2[C:12]([F:24])=[C:13]([NH:17][C:18](=[O:23])[O:19][CH2:20][CH:21]=[CH2:22])[CH:14]=[CH:15][CH:16]=2)[CH:5]=[CH:4][N:3]=1. The yield is 0.835. (5) The reactants are [Cl-].O[NH3+:3].[C:4](=[O:7])([O-])[OH:5].[Na+].CS(C)=O.[CH3:13][CH:14]([N:16]1[C:21](=[O:22])[C:20]([CH2:23][C:24]2[CH:29]=[CH:28][C:27]([C:30]3[C:31]([C:36]#[N:37])=[CH:32][CH:33]=[CH:34][CH:35]=3)=[CH:26][CH:25]=2)=[C:19]([CH2:38][CH2:39][CH3:40])[N:18]2[N:41]=[CH:42][N:43]=[C:17]12)[CH3:15]. The catalyst is C(OCC)(=O)C. The product is [CH3:13][CH:14]([N:16]1[C:21](=[O:22])[C:20]([CH2:23][C:24]2[CH:25]=[CH:26][C:27]([C:30]3[CH:35]=[CH:34][CH:33]=[CH:32][C:31]=3[C:36]3[NH:3][C:4](=[O:7])[O:5][N:37]=3)=[CH:28][CH:29]=2)=[C:19]([CH2:38][CH2:39][CH3:40])[N:18]2[N:41]=[CH:42][N:43]=[C:17]12)[CH3:15]. The yield is 0.350. (6) The reactants are [CH2:1]([C@@H:8]1[NH:13][CH2:12][CH2:11][N:10]([C:14]2[CH:23]=[CH:22][C:21]([O:24][CH3:25])=[C:20]3[C:15]=2[CH:16]=[CH:17][C:18]([C:26]([F:29])([F:28])[F:27])=[N:19]3)[CH2:9]1)[C:2]1[CH:7]=[CH:6][CH:5]=[CH:4][CH:3]=1.C([O:32][C:33](=O)[CH2:34][C:35]1[NH:39][CH:38]=[N:37][N:36]=1)C.[C-]#N.[Na+].CS(C)=O. The catalyst is CCOC(C)=O. The product is [CH2:1]([C@H:8]1[CH2:9][N:10]([C:14]2[CH:23]=[CH:22][C:21]([O:24][CH3:25])=[C:20]3[C:15]=2[CH:16]=[CH:17][C:18]([C:26]([F:29])([F:27])[F:28])=[N:19]3)[CH2:11][CH2:12][N:13]1[C:33](=[O:32])[CH2:34][C:35]1[NH:36][N:37]=[CH:38][N:39]=1)[C:2]1[CH:7]=[CH:6][CH:5]=[CH:4][CH:3]=1. The yield is 0.00700. (7) The reactants are [CH3:1][C:2]1[N:3]([C:8]2[C:17]3[C:12](=[CH:13][CH:14]=[CH:15][CH:16]=3)[C:11]([CH2:18][CH3:19])=[CH:10][CH:9]=2)[C:4]([SH:7])=[N:5][N:6]=1.[Cl:20][C:21]1[C:26]([NH:27][C:28](=[O:31])[CH2:29]Cl)=[CH:25][CH:24]=[CH:23][N:22]=1.C(=O)([O-])[O-].[K+].[K+].O. The catalyst is C(N)=O. The product is [Cl:20][C:21]1[C:26]([NH:27][C:28](=[O:31])[CH2:29][S:7][C:4]2[N:3]([C:8]3[C:17]4[C:12](=[CH:13][CH:14]=[CH:15][CH:16]=4)[C:11]([CH2:18][CH3:19])=[CH:10][CH:9]=3)[C:2]([CH3:1])=[N:6][N:5]=2)=[CH:25][CH:24]=[CH:23][N:22]=1. The yield is 0.930. (8) The catalyst is C(Cl)Cl. The product is [C:13]([C:10]1[O:9][C:8]([C:7]2[C:2]([NH2:1])=[N:3][CH:4]=[C:5]([C:17]3[N:21]([CH3:22])[N:20]=[C:19]([CH:23]4[CH2:24][CH2:25][NH:26][CH2:27][CH2:28]4)[N:18]=3)[N:6]=2)=[N:12][N:11]=1)([CH3:16])([CH3:14])[CH3:15]. The yield is 1.03. The reactants are [NH2:1][C:2]1[N:3]=[CH:4][C:5]([C:17]2[N:21]([CH3:22])[N:20]=[C:19]([CH:23]3[CH2:28][CH2:27][N:26](C(OC(C)(C)C)=O)[CH2:25][CH2:24]3)[N:18]=2)=[N:6][C:7]=1[C:8]1[O:9][C:10]([C:13]([CH3:16])([CH3:15])[CH3:14])=[N:11][N:12]=1.FC(F)(F)C(O)=O. (9) The reactants are Cl[C:2]1[CH:11]=[CH:10][C:9]2[CH:8]([C:12]3[CH:17]=[CH:16][C:15]([O:18][CH3:19])=[CH:14][CH:13]=3)[CH2:7][N:6]([CH3:20])[CH2:5][C:4]=2[N:3]=1.N(CC)CC.[CH2:26]([N:30]1[CH2:35][CH2:34][CH2:33][CH2:32][CH2:31]1)[CH2:27][C:28]#[CH:29].C1C=CC(P(C2C=CC=CC=2)C2C=CC=CC=2)=CC=1. The catalyst is CN(C=O)C.[Cu]I.Cl[Pd](Cl)([P](C1C=CC=CC=1)(C1C=CC=CC=1)C1C=CC=CC=1)[P](C1C=CC=CC=1)(C1C=CC=CC=1)C1C=CC=CC=1. The product is [CH3:19][O:18][C:15]1[CH:16]=[CH:17][C:12]([CH:8]2[CH2:7][N:6]([CH3:20])[CH2:5][C:4]3[N:3]=[C:2]([C:29]#[C:28][CH2:27][CH2:26][N:30]4[CH2:35][CH2:34][CH2:33][CH2:32][CH2:31]4)[CH:11]=[CH:10][C:9]2=3)=[CH:13][CH:14]=1. The yield is 0.330. (10) The reactants are CC1C=CC(S(O[C:12]2[CH:17]=[CH:16][C:15]([CH:18]3[CH2:27][CH2:26][C:21]4([O:25][CH2:24][CH2:23][O:22]4)[CH2:20][CH2:19]3)=[CH:14][CH:13]=2)(=O)=O)=CC=1.C1(P(C2CCCCC2)C2C=CC=CC=2C2C(C(C)C)=CC(C(C)C)=CC=2C(C)C)CCCCC1.C(=O)([O-])[O-].[Cs+].[Cs+].[C:68]([O:76][CH2:77][CH3:78])(=[O:75])[CH2:69][C:70]([O:72][CH2:73][CH3:74])=[O:71]. The catalyst is C1(C)C=CC=CC=1.C([O-])(=O)C.[Pd+2].C([O-])(=O)C. The product is [O:22]1[C:21]2([CH2:20][CH2:19][CH:18]([C:15]3[CH:14]=[CH:13][C:12]([CH:69]([C:70]([O:72][CH2:73][CH3:74])=[O:71])[C:68]([O:76][CH2:77][CH3:78])=[O:75])=[CH:17][CH:16]=3)[CH2:27][CH2:26]2)[O:25][CH2:24][CH2:23]1. The yield is 0.150.